From a dataset of NCI-60 drug combinations with 297,098 pairs across 59 cell lines. Regression. Given two drug SMILES strings and cell line genomic features, predict the synergy score measuring deviation from expected non-interaction effect. (1) Drug 1: CC1C(C(=O)NC(C(=O)N2CCCC2C(=O)N(CC(=O)N(C(C(=O)O1)C(C)C)C)C)C(C)C)NC(=O)C3=C4C(=C(C=C3)C)OC5=C(C(=O)C(=C(C5=N4)C(=O)NC6C(OC(=O)C(N(C(=O)CN(C(=O)C7CCCN7C(=O)C(NC6=O)C(C)C)C)C)C(C)C)C)N)C. Drug 2: CCC1(CC2CC(C3=C(CCN(C2)C1)C4=CC=CC=C4N3)(C5=C(C=C6C(=C5)C78CCN9C7C(C=CC9)(C(C(C8N6C)(C(=O)OC)O)OC(=O)C)CC)OC)C(=O)OC)O.OS(=O)(=O)O. Cell line: PC-3. Synergy scores: CSS=-0.752, Synergy_ZIP=0.0740, Synergy_Bliss=-1.28, Synergy_Loewe=-2.93, Synergy_HSA=-2.85. (2) Drug 1: CC1=CC2C(CCC3(C2CCC3(C(=O)C)OC(=O)C)C)C4(C1=CC(=O)CC4)C. Drug 2: C1=NC(=NC(=O)N1C2C(C(C(O2)CO)O)O)N. Cell line: HCT116. Synergy scores: CSS=13.0, Synergy_ZIP=-7.71, Synergy_Bliss=-6.04, Synergy_Loewe=-21.8, Synergy_HSA=-4.87.